Dataset: Catalyst prediction with 721,799 reactions and 888 catalyst types from USPTO. Task: Predict which catalyst facilitates the given reaction. (1) Reactant: I[C:2]1[CH:11]=[CH:10][CH:9]=[C:4]([C:5]([O:7][CH3:8])=[O:6])[C:3]=1[C:12]([O:14][CH3:15])=[O:13].[C:16]1(B(O)O)[CH:21]=[CH:20][CH:19]=[CH:18][CH:17]=1.C([O-])([O-])=O.[K+].[K+].C(Cl)Cl. Product: [C:2]1([C:16]2[CH:21]=[CH:20][CH:19]=[CH:18][CH:17]=2)[CH:11]=[CH:10][CH:9]=[C:4]([C:5]([O:7][CH3:8])=[O:6])[C:3]=1[C:12]([O:14][CH3:15])=[O:13]. The catalyst class is: 117. (2) Reactant: [F:1][C:2]([F:13])([F:12])[C:3]1[S:7][CH:6]=[C:5]([C:8](OC)=[O:9])[CH:4]=1.CO.[BH4-].[Na+]. Product: [F:12][C:2]([F:1])([F:13])[C:3]1[S:7][CH:6]=[C:5]([CH2:8][OH:9])[CH:4]=1. The catalyst class is: 1. (3) Reactant: [C:1]([N:5]([CH3:40])[C:6]([C:8]1[N:9]=[C:10]([C:27]2[CH2:32][CH2:31][N:30](C(OC(C)(C)C)=O)[CH2:29][CH:28]=2)[N:11]2[C:20]3[C:15](=[CH:16][C:17]([O:25][CH3:26])=[C:18]([CH2:21][CH:22]([CH3:24])[CH3:23])[CH:19]=3)[CH2:14][CH2:13][C:12]=12)=[O:7])([CH3:4])([CH3:3])[CH3:2].C(O)(C(F)(F)F)=O. The catalyst class is: 2. Product: [C:1]([N:5]([CH3:40])[C:6]([C:8]1[N:9]=[C:10]([C:27]2[CH2:32][CH2:31][NH:30][CH2:29][CH:28]=2)[N:11]2[C:20]3[C:15](=[CH:16][C:17]([O:25][CH3:26])=[C:18]([CH2:21][CH:22]([CH3:24])[CH3:23])[CH:19]=3)[CH2:14][CH2:13][C:12]=12)=[O:7])([CH3:2])([CH3:3])[CH3:4]. (4) Reactant: [ClH:1].[S:2]1[CH:6]=[CH:5][CH:4]=[C:3]1[C:7]([O:9][CH:10]1[CH:24]([N:25]([CH3:27])[CH3:26])[C:23]2=[CH:28][CH:20]([O:21][C:22]2=[O:29])[CH:19]2[CH:15]([O:16][C:17](=[O:31])[CH:18]2[CH3:30])[CH2:14][C:13]2([CH3:32])[CH:11]1[O:12]2)=[O:8]. Product: [ClH:1].[S:2]1[CH:6]=[CH:5][CH:4]=[C:3]1[C:7]([O:9][CH:10]1[CH:24]([N:25]([CH3:27])[CH3:26])[C:23]2=[CH:28][CH:20]([O:21][C:22]2=[O:29])[CH:19]2[CH:15]([O:16][C:17](=[O:31])[CH:18]2[CH3:30])[CH2:14][C:13]2([CH3:32])[CH:11]1[O:12]2)=[O:8]. The catalyst class is: 21. (5) Reactant: [NH2:1][CH2:2][C@H:3]([C:5]1[CH:10]=[CH:9][CH:8]=[CH:7][CH:6]=1)[OH:4].C([O-])([O-])=O.[K+].[K+].[Br:17][C:18]1[CH:19]=[C:20]([CH:25]=[CH:26][C:27]=1[CH2:28]Br)[C:21]([O:23][CH3:24])=[O:22]. Product: [Br:17][C:18]1[CH:19]=[C:20]([CH:25]=[CH:26][C:27]=1[CH2:28][NH:1][CH2:2][C@@H:3]([OH:4])[C:5]1[CH:10]=[CH:9][CH:8]=[CH:7][CH:6]=1)[C:21]([O:23][CH3:24])=[O:22]. The catalyst class is: 23.